From a dataset of Catalyst prediction with 721,799 reactions and 888 catalyst types from USPTO. Predict which catalyst facilitates the given reaction. (1) Reactant: C([O:3][C:4](OCC)([CH3:28])[C:5]([C:7]1[C:15]2[C:10](=[N:11][CH:12]=[C:13]([C:16]3[CH:21]=[C:20]([O:22][CH3:23])[C:19]([O:24][CH3:25])=[C:18]([O:26][CH3:27])[CH:17]=3)[N:14]=2)[NH:9][CH:8]=1)=[O:6])C.C(O)(=O)CC(CC(O)=O)(C(O)=O)O.FC(F)(F)C(O)=O.C(=O)(O)[O-].[Na+]. Product: [CH3:27][O:26][C:18]1[CH:17]=[C:16]([C:13]2[N:14]=[C:15]3[C:7]([C:5](=[O:6])[C:4](=[O:3])[CH3:28])=[CH:8][NH:9][C:10]3=[N:11][CH:12]=2)[CH:21]=[C:20]([O:22][CH3:23])[C:19]=1[O:24][CH3:25]. The catalyst class is: 4. (2) Reactant: O[CH2:2][C:3](=[CH2:14])[C:4]([O:6][CH2:7][C:8]1[CH:13]=[CH:12][CH:11]=[CH:10][CH:9]=1)=[O:5].C(N(S(F)(F)[F:21])CC)C. Product: [F:21][CH2:2][C:3](=[CH2:14])[C:4]([O:6][CH2:7][C:8]1[CH:13]=[CH:12][CH:11]=[CH:10][CH:9]=1)=[O:5]. The catalyst class is: 2. (3) Reactant: [N:1]1([C:7]2[CH2:10][C:9](=[O:11])[CH:8]=2)[CH2:6][CH2:5][O:4][CH2:3][CH2:2]1.[BH4-].[Na+].CC(C)=O. Product: [N:1]1([C@@H:7]2[CH2:8][C@H:9]([OH:11])[CH2:10]2)[CH2:2][CH2:3][O:4][CH2:5][CH2:6]1. The catalyst class is: 412.